This data is from Full USPTO retrosynthesis dataset with 1.9M reactions from patents (1976-2016). The task is: Predict the reactants needed to synthesize the given product. (1) Given the product [Cl:28][C:27]1[CH:26]=[C:25]2[C:21]([CH:22]=[N:23][NH:24]2)=[CH:20][C:19]=1[NH:18][C:11](=[O:13])[C:10]1[CH:14]=[CH:15][CH:16]=[CH:17][C:9]=1[NH:8][CH2:7][C:4]1[CH:3]=[CH:2][N:1]=[CH:6][CH:5]=1, predict the reactants needed to synthesize it. The reactants are: [N:1]1[CH:6]=[CH:5][C:4]([CH2:7][NH:8][C:9]2[CH:17]=[CH:16][CH:15]=[CH:14][C:10]=2[C:11]([OH:13])=O)=[CH:3][CH:2]=1.[NH2:18][C:19]1[CH:20]=[C:21]2[C:25](=[CH:26][C:27]=1[Cl:28])[NH:24][N:23]=[CH:22]2.CN1CCOCC1.F[P-](F)(F)(F)(F)F.N1(OC(N(C)C)=[N+](C)C)C2N=CC=CC=2N=N1. (2) The reactants are: Cl.O.[NH2:3]N.C[N:6](C)[CH:7]=[C:8]([N:11]1[CH:15]=[C:14]([C:16]2[CH:17]=[N:18][CH:19]=[CH:20][CH:21]=2)[N:13]=[CH:12]1)[C:9]#[N:10].C([O-])([O-])=O.[K+].[K+]. Given the product [N:18]1[CH:19]=[CH:20][CH:21]=[C:16]([C:14]2[N:13]=[CH:12][N:11]([C:8]3[CH:7]=[N:6][NH:10][C:9]=3[NH2:3])[CH:15]=2)[CH:17]=1, predict the reactants needed to synthesize it. (3) Given the product [CH3:1][O:2][C:3]([NH:5][C@@H:6]([CH:56]([CH3:58])[CH3:57])[C:7]([N:9]1[CH2:13][CH2:12][CH2:11][C@H:10]1[C:14]1[NH:15][C:16]([C:19]2[CH:24]=[CH:23][C:22]([C:25]3[CH:26]=[C:27]4[C:50](=[CH:51][CH:52]=3)[C:31]3[NH:32][C:33]([C@@H:35]5[CH2:39][C@H:38]([CH2:40][O:41][CH3:42])[CH2:37][N:36]5[C:66](=[O:68])[C@H:65]([NH:64][C:62](=[O:63])[O:61][CH3:60])[C:69]5[CH:74]=[CH:73][CH:72]=[CH:71][CH:70]=5)=[N:34][C:30]=3[CH:29]=[CH:28]4)=[C:21]([C:53]#[C:54][CH3:55])[CH:20]=2)=[CH:17][N:18]=1)=[O:8])=[O:4], predict the reactants needed to synthesize it. The reactants are: [CH3:1][O:2][C:3]([NH:5][C@@H:6]([CH:56]([CH3:58])[CH3:57])[C:7]([N:9]1[CH2:13][CH2:12][CH2:11][C@H:10]1[C:14]1[NH:15][C:16]([C:19]2[CH:24]=[CH:23][C:22]([C:25]3[CH:26]=[C:27]4[C:50](=[CH:51][CH:52]=3)[C:31]3[NH:32][C:33]([C@@H:35]5[CH2:39][C@H:38]([CH2:40][O:41][CH3:42])[CH2:37][N:36]5C(OC(C)(C)C)=O)=[N:34][C:30]=3[CH:29]=[CH:28]4)=[C:21]([C:53]#[C:54][CH3:55])[CH:20]=2)=[CH:17][N:18]=1)=[O:8])=[O:4].Cl.[CH3:60][O:61][C:62]([NH:64][C@H:65]([C:69]1[CH:74]=[CH:73][CH:72]=[CH:71][CH:70]=1)[C:66]([OH:68])=O)=[O:63].CCOC(C(C#N)=NOC(N1CCOCC1)=[N+](C)C)=O.F[P-](F)(F)(F)(F)F.CCN(C(C)C)C(C)C. (4) Given the product [CH2:1]([O:3][C:4](=[O:18])[CH2:5][CH2:6][CH2:7][C:9]1[CH:14]=[CH:13][C:12]([O:15][CH3:16])=[CH:11][C:10]=1[Br:17])[CH3:2], predict the reactants needed to synthesize it. The reactants are: [CH2:1]([O:3][C:4](=[O:18])[CH2:5][CH2:6][C:7]([C:9]1[CH:14]=[CH:13][C:12]([O:15][CH3:16])=[CH:11][C:10]=1[Br:17])=O)[CH3:2].FC(F)(F)C(O)=O.C([SiH](CC)CC)C.C(=O)(O)[O-].[Na+]. (5) Given the product [CH2:1]([C:3]1[CH:22]=[CH:21][C:6]([O:7][C:8]2[CH:20]=[CH:19][C:11]([C:12]3[O:17][C:16](=[O:18])[CH2:15][N:14]=3)=[CH:10][CH:9]=2)=[CH:5][CH:4]=1)[CH3:2], predict the reactants needed to synthesize it. The reactants are: [CH2:1]([C:3]1[CH:22]=[CH:21][C:6]([O:7][C:8]2[CH:20]=[CH:19][C:11]([C:12]([NH:14][CH2:15][C:16]([OH:18])=[O:17])=O)=[CH:10][CH:9]=2)=[CH:5][CH:4]=1)[CH3:2].C(OC(=O)C)(=O)C. (6) Given the product [N+:12]([C:3]1[CH:2]=[N:1][C:10]2[C:5]([C:4]=1[OH:11])=[N:6][CH:7]=[CH:8][CH:9]=2)([O-:14])=[O:13], predict the reactants needed to synthesize it. The reactants are: [N:1]1[C:10]2[C:5](=[N:6][CH:7]=[CH:8][CH:9]=2)[C:4]([OH:11])=[CH:3][CH:2]=1.[N+:12]([O-])([OH:14])=[O:13].[OH-].[NH4+]. (7) Given the product [CH2:36]([O:35][C:33](=[O:34])[C:32]([C:15]1[C:16]([NH:20][C:21](=[O:26])[C:22]([CH3:23])([CH3:25])[CH3:24])=[CH:17][CH:18]=[CH:19][C:14]=1[N:11]1[CH2:10][CH2:9][N:8]([CH2:1][C:2]2[CH:7]=[CH:6][CH:5]=[CH:4][CH:3]=2)[CH2:13][CH2:12]1)=[O:38])[CH3:37], predict the reactants needed to synthesize it. The reactants are: [CH2:1]([N:8]1[CH2:13][CH2:12][N:11]([C:14]2[CH:15]=[C:16]([NH:20][C:21](=[O:26])[C:22]([CH3:25])([CH3:24])[CH3:23])[CH:17]=[CH:18][CH:19]=2)[CH2:10][CH2:9]1)[C:2]1[CH:7]=[CH:6][CH:5]=[CH:4][CH:3]=1.C([Li])CCC.[C:32](OCC)(=[O:38])[C:33]([O:35][CH2:36][CH3:37])=[O:34].[Cl-].[NH4+].